This data is from Reaction yield outcomes from USPTO patents with 853,638 reactions. The task is: Predict the reaction yield, written as a fraction of the theoretical maximum amount of product (1.0 means a 100% yield; for example, 0.34 means a 34% yield). (1) The reactants are [CH3:1][CH:2]([CH3:16])[CH2:3][C:4]([C:6]1[O:7][C:8]2[CH:15]=[CH:14][CH:13]=[CH:12][C:9]=2[C:10]=1[CH3:11])=O.[NH2:17][C:18]1[CH:27]=[CH:26][C:21]([C:22]([O:24][CH3:25])=[O:23])=[CH:20][CH:19]=1.C(=O)([O-])O.[Na+].C([BH3-])#N.[Na+]. The catalyst is [Ti](Cl)(Cl)(Cl)Cl.O1CCCC1.CO.C(O)(=O)C.ClCCl.C(N(CC)CC)C. The product is [CH3:1][CH:2]([CH3:16])[CH2:3][CH:4]([NH:17][C:18]1[CH:19]=[CH:20][C:21]([C:22]([O:24][CH3:25])=[O:23])=[CH:26][CH:27]=1)[C:6]1[O:7][C:8]2[CH:15]=[CH:14][CH:13]=[CH:12][C:9]=2[C:10]=1[CH3:11]. The yield is 0.780. (2) The reactants are [C:1]([O:5][C:6]([NH:8][CH:9]1[CH2:18][C:17]2[C:12](=[CH:13][C:14]([C:19]3[CH:20]=[CH:21][N:22]4[C:27]([C:28]=3[CH3:29])=[C:26]([CH:30]3[CH2:32][CH2:31]3)[CH:25]=[C:24]([C:33]([O:35]C)=[O:34])[C:23]4=[O:37])=[CH:15][CH:16]=2)[NH:11][C:10]1=[O:38])=[O:7])([CH3:4])([CH3:3])[CH3:2].[OH-].[Na+].O. The catalyst is CO. The product is [C:1]([O:5][C:6]([NH:8][CH:9]1[CH2:18][C:17]2[C:12](=[CH:13][C:14]([C:19]3[CH:20]=[CH:21][N:22]4[C:27]([C:28]=3[CH3:29])=[C:26]([CH:30]3[CH2:32][CH2:31]3)[CH:25]=[C:24]([C:33]([OH:35])=[O:34])[C:23]4=[O:37])=[CH:15][CH:16]=2)[NH:11][C:10]1=[O:38])=[O:7])([CH3:2])([CH3:3])[CH3:4]. The yield is 0.690. (3) The reactants are [F:1][C:2]1[CH:7]=[CH:6][C:5]([C:8]2[CH:9]=[CH:10][C:11]([N:14]3[CH2:19][CH2:18][N:17](C=O)[CH2:16][CH2:15]3)=[N:12][CH:13]=2)=[CH:4][CH:3]=1.[ClH:22]. The catalyst is CO. The product is [ClH:22].[F:1][C:2]1[CH:3]=[CH:4][C:5]([C:8]2[CH:9]=[CH:10][C:11]([N:14]3[CH2:15][CH2:16][NH:17][CH2:18][CH2:19]3)=[N:12][CH:13]=2)=[CH:6][CH:7]=1. The yield is 1.00. (4) The reactants are [CH2:1]([O:8][C@H:9]1[C@H:14]([O:15][CH2:16][C:17]2[CH:22]=[CH:21][CH:20]=[CH:19][CH:18]=2)[C@@H:13]([O:23][CH2:24][C:25]2[CH:30]=[CH:29][CH:28]=[CH:27][CH:26]=2)[C@H:12]([C:31]2[CH:36]=[CH:35][C:34](Cl)=[C:33]([CH2:38][C:39]3[S:40][C:41]([C:44]4[O:45][CH:46]=[CH:47][CH:48]=4)=[CH:42]N=3)[CH:32]=2)[O:11][C@@H:10]1[C:49](OC)=[O:50])[C:2]1[CH:7]=[CH:6][CH:5]=[CH:4][CH:3]=1.[CH2:53]([Mg]Cl)[CH3:54].[NH4+:57].[Cl-:58]. The catalyst is C1COCC1. The product is [CH2:1]([O:8][C@H:9]1[C@H:14]([O:15][CH2:16][C:17]2[CH:22]=[CH:21][CH:20]=[CH:19][CH:18]=2)[C@@H:13]([O:23][CH2:24][C:25]2[CH:30]=[CH:29][CH:28]=[CH:27][CH:26]=2)[C@H:12]([C:31]2[CH:36]=[CH:35][C:34]([Cl:58])=[C:33]([CH2:38][C:39]3[S:40][C:41]([C:44]4[O:45][CH:46]=[CH:47][CH:48]=4)=[CH:42][N:57]=3)[CH:32]=2)[O:11][C@@H:10]1[C:49]1([OH:50])[CH2:54][CH2:53]1)[C:2]1[CH:3]=[CH:4][CH:5]=[CH:6][CH:7]=1. The yield is 0.280. (5) The reactants are Cl[C:2]1[S:6][N:5]=[C:4]([C:7]2[S:8][CH:9]=[CH:10][CH:11]=2)[N:3]=1.FC(F)(F)C(O)=O.[O:19]1[C:23]2[CH:24]=[CH:25][CH:26]=[CH:27][C:22]=2[C:21]([NH:28][C:29]([N:31]2[CH2:36][CH2:35][NH:34][CH2:33][CH2:32]2)=[O:30])=[N:20]1.C(N(CC)CC)C.O. The catalyst is CN(C)C=O. The product is [O:19]1[C:23]2[CH:24]=[CH:25][CH:26]=[CH:27][C:22]=2[C:21]([NH:28][C:29]([N:31]2[CH2:36][CH2:35][N:34]([C:2]3[S:6][N:5]=[C:4]([C:7]4[S:8][CH:9]=[CH:10][CH:11]=4)[N:3]=3)[CH2:33][CH2:32]2)=[O:30])=[N:20]1. The yield is 0.559. (6) The reactants are C(N(CC)CC)C.C(O)=O.[C:11]([CH2:13][CH2:14][CH2:15][CH2:16][C:17]([CH2:30][CH2:31][C:32]1[CH:37]=[CH:36][C:35]([C:38]([O:40][CH3:41])=[O:39])=[CH:34][CH:33]=1)(C(OCC=C)=O)[C:18]([O:20]CC=C)=[O:19])#[N:12].C1(P(C2C=CC=CC=2)C2C=CC=CC=2)C=CC=CC=1. The product is [C:18]([CH:17]([CH2:16][CH2:15][CH2:14][CH2:13][C:11]#[N:12])[CH2:30][CH2:31][C:32]1[CH:37]=[CH:36][C:35]([C:38]([O:40][CH3:41])=[O:39])=[CH:34][CH:33]=1)([OH:20])=[O:19]. The catalyst is O1CCOCC1.C([O-])(=O)C.[Pd+2].C([O-])(=O)C. The yield is 0.430. (7) The reactants are [CH2:1]1[CH2:5][O:4][CH2:3][CH2:2]1.[CH2:6]([Li])[CH2:7][CH2:8][CH3:9].CN([CH:14]=[O:15])C.[Cl-].[NH4+].[C:18](OCC)(=O)C. No catalyst specified. The product is [CH:5]1([O:4][C:3]2[CH:2]=[CH:9][C:8]([CH:14]=[O:15])=[CH:7][CH:6]=2)[CH2:1][CH2:18]1. The yield is 0.870.